Dataset: Reaction yield outcomes from USPTO patents with 853,638 reactions. Task: Predict the reaction yield, written as a fraction of the theoretical maximum amount of product (1.0 means a 100% yield; for example, 0.34 means a 34% yield). (1) The reactants are [F:1][C:2]([F:34])([F:33])[CH:3]([C:24]1[CH:29]=[C:28]([Cl:30])[C:27]([Cl:31])=[C:26]([Cl:32])[CH:25]=1)/[CH:4]=[CH:5]/[C:6]1[CH:23]=[CH:22][C:9]([O:10][N:11]2C(=O)C3C(=CC=CC=3)C2=O)=[CH:8][CH:7]=1.O.NN. The catalyst is CCO. The product is [F:34][C:2]([F:1])([F:33])[CH:3]([C:24]1[CH:25]=[C:26]([Cl:32])[C:27]([Cl:31])=[C:28]([Cl:30])[CH:29]=1)/[CH:4]=[CH:5]/[C:6]1[CH:23]=[CH:22][C:9]([O:10][NH2:11])=[CH:8][CH:7]=1. The yield is 0.530. (2) The yield is 0.500. The reactants are C[O:2][C:3]([C:5]1[CH:6]=[C:7]([C:15]#[C:16][C:17]2[CH:22]=[CH:21][CH:20]=[CH:19][C:18]=2[CH3:23])[CH:8]=[C:9]2[C:14]=1[O:13][CH2:12][CH:11]=[CH:10]2)=[O:4]. The catalyst is [OH-].[K+]. The product is [C:18]1([CH3:23])[CH:19]=[CH:20][CH:21]=[CH:22][C:17]=1[C:16]#[C:15][C:7]1[CH:8]=[C:9]2[C:14](=[C:5]([C:3]([OH:4])=[O:2])[CH:6]=1)[O:13][CH2:12][CH:11]=[CH:10]2. (3) The reactants are [CH2:1]([C:3]1[C:8](=[O:9])[NH:7][C:6]([CH3:10])=[C:5]([C:11]2[S:15][C:14]([S:16]([Cl:19])(=[O:18])=[O:17])=[CH:13][CH:12]=2)[CH:4]=1)[CH3:2].[CH2:20]([N:27]1[CH2:32][CH2:31][CH:30]([NH2:33])[CH2:29][CH2:28]1)[C:21]1[CH:26]=[CH:25][CH:24]=[CH:23][CH:22]=1. No catalyst specified. The product is [ClH:19].[CH2:20]([N:27]1[CH2:32][CH2:31][CH:30]([NH:33][S:16]([C:14]2[S:15][C:11]([C:5]3[CH:4]=[C:3]([CH2:1][CH3:2])[C:8](=[O:9])[NH:7][C:6]=3[CH3:10])=[CH:12][CH:13]=2)(=[O:18])=[O:17])[CH2:29][CH2:28]1)[C:21]1[CH:22]=[CH:23][CH:24]=[CH:25][CH:26]=1. The yield is 0.800. (4) The reactants are FC(F)(F)S(O[C:7]1[CH:12]=[CH:11][C:10]([N:13]2[CH:18]=[C:17]([O:19][CH3:20])[C:16](=[O:21])[C:15]([C:22]3[N:26]([C:27]4[CH:32]=[CH:31][CH:30]=[CH:29][CH:28]=4)[N:25]=[CH:24][CH:23]=3)=[N:14]2)=[C:9]([F:33])[CH:8]=1)(=O)=O.[CH3:36][N:37]1[CH:41]=[C:40](B2OC(C)(C)C(C)(C)O2)[CH:39]=[N:38]1.C([O-])([O-])=O.[Na+].[Na+].COCCOC. The catalyst is C1C=CC([P]([Pd]([P](C2C=CC=CC=2)(C2C=CC=CC=2)C2C=CC=CC=2)([P](C2C=CC=CC=2)(C2C=CC=CC=2)C2C=CC=CC=2)[P](C2C=CC=CC=2)(C2C=CC=CC=2)C2C=CC=CC=2)(C2C=CC=CC=2)C2C=CC=CC=2)=CC=1.O. The product is [F:33][C:9]1[CH:8]=[C:7]([C:40]2[CH:39]=[N:38][N:37]([CH3:36])[CH:41]=2)[CH:12]=[CH:11][C:10]=1[N:13]1[CH:18]=[C:17]([O:19][CH3:20])[C:16](=[O:21])[C:15]([C:22]2[N:26]([C:27]3[CH:32]=[CH:31][CH:30]=[CH:29][CH:28]=3)[N:25]=[CH:24][CH:23]=2)=[N:14]1. The yield is 0.810.